This data is from Forward reaction prediction with 1.9M reactions from USPTO patents (1976-2016). The task is: Predict the product of the given reaction. (1) Given the reactants [O:1]1[C:5]2([CH2:10][CH2:9][CH:8]([OH:11])[CH2:7][CH2:6]2)[O:4][CH2:3][CH2:2]1.[H-].[Na+].[CH3:14][C:15]1([O:18][CH2:17]1)[CH3:16], predict the reaction product. The product is: [O:1]1[C:5]2([CH2:10][CH2:9][CH:8]([O:11][CH2:14][C:15]([CH3:17])([OH:18])[CH3:16])[CH2:7][CH2:6]2)[O:4][CH2:3][CH2:2]1. (2) Given the reactants [F:1][C:2]([F:26])([F:25])[CH2:3][NH:4][C:5]([C:7]1([CH2:20][CH2:21][CH2:22][CH2:23]Br)[C:19]2[CH:18]=[CH:17][CH:16]=[CH:15][C:14]=2[C:13]2[C:8]1=[CH:9][CH:10]=[CH:11][CH:12]=2)=[O:6].[CH3:27][C@H:28]1[NH:33][C@@H:32]([CH3:34])[CH2:31][N:30]([C:35]2[S:36][C:37]3[CH:43]=[CH:42][CH:41]=[CH:40][C:38]=3[N:39]=2)[CH2:29]1, predict the reaction product. The product is: [F:1][C:2]([F:26])([F:25])[CH2:3][NH:4][C:5]([C:7]1([CH2:20][CH2:21][CH2:22][CH2:23][N:33]2[C@H:32]([CH3:34])[CH2:31][N:30]([C:35]3[S:36][C:37]4[CH:43]=[CH:42][CH:41]=[CH:40][C:38]=4[N:39]=3)[CH2:29][C@@H:28]2[CH3:27])[C:19]2[CH:18]=[CH:17][CH:16]=[CH:15][C:14]=2[C:13]2[C:8]1=[CH:9][CH:10]=[CH:11][CH:12]=2)=[O:6]. (3) The product is: [CH3:7][O:8][C:9]1[CH:14]=[CH:13][C:12]([CH:15]2[CH:19]([CH2:18][C:20]([F:23])([F:22])[F:21])[NH:16]2)=[CH:11][C:10]=1[O:24][CH2:25][CH2:26][CH2:27][O:28][CH3:29]. Given the reactants [H-].[H-].[H-].[H-].[Li+].[Al+3].[CH3:7][O:8][C:9]1[CH:14]=[CH:13][C:12]([C:15]2[CH:19]=[C:18]([C:20]([F:23])([F:22])[F:21])O[N:16]=2)=[CH:11][C:10]=1[O:24][CH2:25][CH2:26][CH2:27][O:28][CH3:29], predict the reaction product. (4) The product is: [Cl:1][C:2]1[CH:3]=[C:4]([C:8]2[C:9]([O:24][CH3:25])=[N:10][CH:11]=[C:12]([CH2:14][N:15]3[CH:19]=[CH:18][N:17]=[N:16]3)[CH:13]=2)[CH:5]=[CH:6][CH:7]=1. Given the reactants [Cl:1][C:2]1[CH:3]=[C:4]([C:8]2[C:9]([O:24][CH3:25])=[N:10][CH:11]=[C:12]([CH2:14][N:15]3[CH:19]=[C:18]([Si](C)(C)C)[N:17]=[N:16]3)[CH:13]=2)[CH:5]=[CH:6][CH:7]=1.N(CC1C=C(C2C=CC=C(Cl)C=2)C(OC)=NC=1)=[N+]=[N-].C([Si](C)(C)C)#C.C(N(C(C)C)CC)(C)C, predict the reaction product.